This data is from Full USPTO retrosynthesis dataset with 1.9M reactions from patents (1976-2016). The task is: Predict the reactants needed to synthesize the given product. (1) Given the product [I:19][C:20]1[CH:28]=[CH:27][C:23]([C:24]([N:16]2[CH2:17][CH2:18][CH:13]([CH2:12][O:11][C:7]3[CH:8]=[CH:9][CH:10]=[C:3]([F:2])[C:4]=3[C:5]#[N:6])[CH2:14][CH2:15]2)=[O:25])=[CH:22][CH:21]=1, predict the reactants needed to synthesize it. The reactants are: Cl.[F:2][C:3]1[CH:10]=[CH:9][CH:8]=[C:7]([O:11][CH2:12][CH:13]2[CH2:18][CH2:17][NH:16][CH2:15][CH2:14]2)[C:4]=1[C:5]#[N:6].[I:19][C:20]1[CH:28]=[CH:27][C:23]([C:24](Cl)=[O:25])=[CH:22][CH:21]=1.C(N(CC)CC)C. (2) The reactants are: [CH2:1]([O:3][C:4]1[CH:9]=[CH:8][CH:7]=[C:6]([N+:10]([O-])=O)[C:5]=1[CH3:13])[CH3:2].[H][H]. Given the product [CH2:1]([O:3][C:4]1[C:5]([CH3:13])=[C:6]([CH:7]=[CH:8][CH:9]=1)[NH2:10])[CH3:2], predict the reactants needed to synthesize it. (3) The reactants are: [N:1]1([S:11]([C:14]2[CH:15]=[C:16]([N:20]3[C:25](=[O:26])[C:24]4=[C:27]([C:30](O)=[O:31])[S:28][CH:29]=[C:23]4[NH:22][C:21]3=[O:33])[CH:17]=[CH:18][CH:19]=2)(=[O:13])=[O:12])[C:10]2[C:5](=[CH:6][CH:7]=[CH:8][CH:9]=2)[CH2:4][CH2:3][CH2:2]1.[C:34]([NH:37][NH2:38])(=O)[CH3:35].[OH-].[NH4+]. Given the product [N:1]1([S:11]([C:14]2[CH:15]=[C:16]([N:20]3[C:25](=[O:26])[C:24]4=[C:27]([C:30]5[O:31][C:34]([CH3:35])=[N:37][N:38]=5)[S:28][CH:29]=[C:23]4[NH:22][C:21]3=[O:33])[CH:17]=[CH:18][CH:19]=2)(=[O:13])=[O:12])[C:10]2[C:5](=[CH:6][CH:7]=[CH:8][CH:9]=2)[CH2:4][CH2:3][CH2:2]1, predict the reactants needed to synthesize it. (4) Given the product [F:1][C:2]([F:7])([F:6])[C:3]([OH:5])=[O:4].[CH3:45][C@@H:46]1[CH2:37][CH2:36][C@@H:35]([CH3:2])[N:34]1[CH2:33][C:31]1[CH:32]=[C:28]([C:25]2[CH:26]=[C:27]3[C:22](=[C:23]([C:40]([NH2:42])=[O:41])[CH:24]=2)[NH:21][CH:20]=[C:19]3[CH:16]2[CH2:17][CH2:18][N:13]([S:10]([CH2:8][CH3:9])(=[O:11])=[O:12])[CH2:14][CH2:15]2)[S:29][CH:30]=1, predict the reactants needed to synthesize it. The reactants are: [F:1][C:2]([F:7])([F:6])[C:3]([OH:5])=[O:4].[CH2:8]([S:10]([N:13]1[CH2:18][CH2:17][CH:16]([C:19]2[C:27]3[C:22](=[C:23]([C:40]([NH2:42])=[O:41])[CH:24]=[C:25]([C:28]4[S:29][CH:30]=[C:31]([CH2:33][NH:34][CH2:35][CH2:36][CH2:37]OC)[CH:32]=4)[CH:26]=3)[NH:21][CH:20]=2)[CH2:15][CH2:14]1)(=[O:12])=[O:11])[CH3:9].CO[CH2:45][CH2:46]CN.